The task is: Regression/Classification. Given a drug SMILES string, predict its absorption, distribution, metabolism, or excretion properties. Task type varies by dataset: regression for continuous measurements (e.g., permeability, clearance, half-life) or binary classification for categorical outcomes (e.g., BBB penetration, CYP inhibition). Dataset: cyp2c9_veith.. This data is from CYP2C9 inhibition data for predicting drug metabolism from PubChem BioAssay. The compound is CCn1c(-c2ccc3ncccc3c2)n[nH]c1=S. The result is 0 (non-inhibitor).